This data is from Forward reaction prediction with 1.9M reactions from USPTO patents (1976-2016). The task is: Predict the product of the given reaction. (1) Given the reactants [Cl:1][C:2]1[CH:11]=[CH:10][C:5]([C:6]([NH:8]O)=[NH:7])=[CH:4][CH:3]=1.[CH2:12]([O:14][C:15](=[O:18])[C:16]#[CH:17])[CH3:13], predict the reaction product. The product is: [CH2:12]([O:14][C:15]([C:16]1[NH:7][C:6]([C:5]2[CH:10]=[CH:11][C:2]([Cl:1])=[CH:3][CH:4]=2)=[N:8][CH:17]=1)=[O:18])[CH3:13]. (2) Given the reactants [F:1][C:2]1[CH:7]=[C:6]([Cl:8])[CH:5]=[CH:4][C:3]=1I.[OH:10][C:11]1[CH:16]=[CH:15][C:14](B(O)O)=[CH:13][CH:12]=1.C(=O)([O-])[O-].[K+].[K+], predict the reaction product. The product is: [OH:10][C:11]1[CH:16]=[CH:15][C:14]([C:3]2[CH:4]=[CH:5][C:6]([Cl:8])=[CH:7][C:2]=2[F:1])=[CH:13][CH:12]=1. (3) Given the reactants [O:1]1[C:5]2([CH2:10][CH2:9][CH:8]([C:11]3[CH:16]=[C:15](O)[N:14]4[N:18]=[CH:19][CH:20]=[C:13]4[N:12]=3)[CH2:7][CH2:6]2)[O:4][CH2:3][CH2:2]1.CN(C)C1C=CC=CC=1.O=P(Cl)(Cl)[Cl:32], predict the reaction product. The product is: [Cl:32][C:15]1[N:14]2[N:18]=[CH:19][CH:20]=[C:13]2[N:12]=[C:11]([CH:8]2[CH2:9][CH2:10][C:5]3([O:4][CH2:3][CH2:2][O:1]3)[CH2:6][CH2:7]2)[CH:16]=1. (4) Given the reactants [CH3:1][O:2][C:3](=[O:20])[CH2:4][C:5]1[CH:10]=[CH:9][CH:8]=[C:7]([NH:11][C:12]([C:14]2[O:15][C:16](Br)=[CH:17][CH:18]=2)=[O:13])[CH:6]=1.[Cl:21][C:22]1[CH:23]=[C:24](B(O)O)[CH:25]=[CH:26][CH:27]=1, predict the reaction product. The product is: [CH3:1][O:2][C:3](=[O:20])[CH2:4][C:5]1[CH:10]=[CH:9][CH:8]=[C:7]([NH:11][C:12]([C:14]2[O:15][C:16]([C:26]3[CH:25]=[CH:24][CH:23]=[C:22]([Cl:21])[CH:27]=3)=[CH:17][CH:18]=2)=[O:13])[CH:6]=1.